From a dataset of Peptide-MHC class I binding affinity with 185,985 pairs from IEDB/IMGT. Regression. Given a peptide amino acid sequence and an MHC pseudo amino acid sequence, predict their binding affinity value. This is MHC class I binding data. (1) The peptide sequence is ELAPIRVNA. The MHC is HLA-B27:05 with pseudo-sequence HLA-B27:05. The binding affinity (normalized) is 0.213. (2) The peptide sequence is SPVIVNGAM. The MHC is HLA-B39:01 with pseudo-sequence HLA-B39:01. The binding affinity (normalized) is 0.0847. (3) The peptide sequence is RSMYRIPPF. The MHC is HLA-A32:01 with pseudo-sequence HLA-A32:01. The binding affinity (normalized) is 1.00. (4) The peptide sequence is KTMAMVLSI. The MHC is HLA-B58:01 with pseudo-sequence HLA-B58:01. The binding affinity (normalized) is 0.919. (5) The MHC is HLA-B35:01 with pseudo-sequence HLA-B35:01. The peptide sequence is RPPEVDGNR. The binding affinity (normalized) is 0.0847.